This data is from CYP2C9 inhibition data for predicting drug metabolism from PubChem BioAssay. The task is: Regression/Classification. Given a drug SMILES string, predict its absorption, distribution, metabolism, or excretion properties. Task type varies by dataset: regression for continuous measurements (e.g., permeability, clearance, half-life) or binary classification for categorical outcomes (e.g., BBB penetration, CYP inhibition). Dataset: cyp2c9_veith. (1) The molecule is CC(O)(CS(=O)(=O)c1cccc(C(F)(F)F)c1)C(=O)Nc1ccc(C(F)(F)F)cc1. The result is 1 (inhibitor). (2) The molecule is O=C(O)c1cccc([As]=[As]c2cccc(C(=O)O)c2)c1. The result is 0 (non-inhibitor). (3) The compound is COC(=O)[C@@]1(Cc2ccc(OC)cc2)[C@H]2c3cc(C(=O)N(C)C)n(Cc4ccc(OC(F)(F)F)cc4)c3C[C@H]2CN1C(=O)c1ccccc1. The result is 1 (inhibitor). (4) The drug is CSC1=N/C(=C\c2ccc(Br)o2)C(=O)S1. The result is 1 (inhibitor).